This data is from Forward reaction prediction with 1.9M reactions from USPTO patents (1976-2016). The task is: Predict the product of the given reaction. (1) Given the reactants [Cl:1][C:2]1[N:6]([CH3:7])[N:5]=[C:4]([C:8]([F:11])([F:10])[F:9])[C:3]=1[C:12]([OH:14])=O.S(Cl)([Cl:17])=O, predict the reaction product. The product is: [Cl:1][C:2]1[N:6]([CH3:7])[N:5]=[C:4]([C:8]([F:11])([F:10])[F:9])[C:3]=1[C:12]([Cl:17])=[O:14]. (2) Given the reactants [S:1]1[CH:5]=[N:4][N:3]=[C:2]1[N:6]1[CH:10]=[CH:9][CH:8]=[C:7]1[CH:11]=O.Cl.[CH3:14][O:15][C:16]1[CH:21]=[C:20]([O:22][CH3:23])[CH:19]=[CH:18][C:17]=1[CH2:24][NH2:25].[C:26](O)(=O)[CH3:27].F[C:31](F)(F)[C:32]([O-])=O, predict the reaction product. The product is: [CH3:14][O:15][C:16]1[CH:21]=[C:20]([O:22][CH3:23])[CH:19]=[CH:18][C:17]=1[CH2:24][N:25]([CH2:11][C:7]1[N:6]([C:2]2[S:1][CH:5]=[N:4][N:3]=2)[CH:10]=[CH:9][CH:8]=1)[CH2:31][C:32]1[N:6]([C:2]2[S:1][CH:5]=[N:4][N:3]=2)[CH:7]=[CH:26][CH:27]=1. (3) Given the reactants C(=O)([O-])[O-].[K+].[K+].FC(F)(F)C([N:11]1[CH2:17][CH2:16][C:15]2[CH:18]=[C:19]([NH:22][C:23](=[O:25])[CH3:24])[CH:20]=[CH:21][C:14]=2[CH2:13][CH2:12]1)=O, predict the reaction product. The product is: [CH2:13]1[C:14]2[CH:21]=[CH:20][C:19]([NH:22][C:23](=[O:25])[CH3:24])=[CH:18][C:15]=2[CH2:16][CH2:17][NH:11][CH2:12]1. (4) The product is: [OH:4][CH2:5][C:6]1[C:7]([N:32]2[CH2:44][CH2:43][C:42]3[N:41]4[C:36]([CH2:37][CH2:38][CH2:39][CH2:40]4)=[CH:35][C:34]=3[C:33]2=[O:45])=[N:8][CH:9]=[CH:10][C:11]=1[C:12]1[CH:17]=[C:16]([NH:18][C:19]2[CH:24]=[CH:23][C:22]([CH:25]3[CH2:28][N:27]([CH3:29])[CH2:26]3)=[CH:21][N:20]=2)[C:15](=[O:30])[N:14]([CH3:31])[CH:13]=1. Given the reactants C([O:4][CH2:5][C:6]1[C:7]([N:32]2[CH2:44][CH2:43][C:42]3[N:41]4[C:36]([CH2:37][CH2:38][CH2:39][CH2:40]4)=[CH:35][C:34]=3[C:33]2=[O:45])=[N:8][CH:9]=[CH:10][C:11]=1[C:12]1[CH:17]=[C:16]([NH:18][C:19]2[CH:24]=[CH:23][C:22]([CH:25]3[CH2:28][N:27]([CH3:29])[CH2:26]3)=[CH:21][N:20]=2)[C:15](=[O:30])[N:14]([CH3:31])[CH:13]=1)(=O)C.[OH-].[Li+], predict the reaction product. (5) Given the reactants C([O-])(=O)C.[K+].C(OC(=O)C)(=O)C.O[CH:14]([CH:19]([CH:23]([CH2:25][CH3:26])[CH3:24])[CH2:20][CH:21]=[CH2:22])[CH2:15][C:16]([OH:18])=O, predict the reaction product. The product is: [CH:23]([C:19]1[CH2:20][C@@H:21]2[C@H:15]([CH:14]=1)[C:16](=[O:18])[CH2:22]2)([CH2:25][CH3:26])[CH3:24]. (6) Given the reactants [NH2:1][CH2:2][CH2:3][CH2:4][Si:5]([O:10][CH3:11])([O:8][CH3:9])[O:6][CH3:7].C(N(CC)CC)C.[CH3:19][Si:20](Cl)([CH3:22])[CH3:21], predict the reaction product. The product is: [CH3:19][Si:20]([CH3:22])([CH3:21])[N:1]([CH2:2][CH2:3][CH2:4][Si:5]([O:10][CH3:11])([O:6][CH3:7])[O:8][CH3:9])[Si:20]([CH3:22])([CH3:21])[CH3:19].